From a dataset of Full USPTO retrosynthesis dataset with 1.9M reactions from patents (1976-2016). Predict the reactants needed to synthesize the given product. (1) Given the product [Cl:18][C:15]1[CH:16]=[CH:17][C:12]([N:11]([C:19](=[O:28])[C:20]2[CH:25]=[CH:24][C:23]([Cl:26])=[CH:22][C:21]=2[Cl:27])[C:8]2[S:9][CH:10]=[C:6]([C:4]([OH:5])=[O:3])[N:7]=2)=[CH:13][CH:14]=1, predict the reactants needed to synthesize it. The reactants are: C([O:3][C:4]([C:6]1[N:7]=[C:8]([N:11]([C:19](=[O:28])[C:20]2[CH:25]=[CH:24][C:23]([Cl:26])=[CH:22][C:21]=2[Cl:27])[C:12]2[CH:17]=[CH:16][C:15]([Cl:18])=[CH:14][CH:13]=2)[S:9][CH:10]=1)=[O:5])C.C(O)(=O)C.Cl. (2) Given the product [F:36][C:33]([F:34])([F:35])[S:30]([N-:22][S:23]([C:26]([F:27])([F:28])[F:29])(=[O:24])=[O:25])(=[O:31])=[O:32].[CH2:39]([P+:9]([C:3]1[CH:4]=[CH:5][CH:6]=[CH:7][CH:8]=1)([C:10]1[CH:15]=[CH:14][CH:13]=[CH:12][CH:11]=1)[C:16]1[CH:17]=[CH:18][CH:19]=[CH:20][CH:21]=1)[CH3:40], predict the reactants needed to synthesize it. The reactants are: N#N.[C:3]1([P:9]([C:16]2[CH:21]=[CH:20][CH:19]=[CH:18][CH:17]=2)[C:10]2[CH:15]=[CH:14][CH:13]=[CH:12][CH:11]=2)[CH:8]=[CH:7][CH:6]=[CH:5][CH:4]=1.[N-:22]([S:30]([C:33]([F:36])([F:35])[F:34])(=[O:32])=[O:31])[S:23]([C:26]([F:29])([F:28])[F:27])(=[O:25])=[O:24].C(=O)(OCC)O[CH2:39][CH3:40]. (3) Given the product [CH3:1][CH:2]([CH3:14])[C:3]([O:5][CH:6]([O:8][C:9]([Cl:18])=[O:10])[CH3:7])=[O:4], predict the reactants needed to synthesize it. The reactants are: [CH3:1][CH:2]([CH3:14])[C:3]([O:5][CH:6]([O:8][C:9](SCC)=[O:10])[CH3:7])=[O:4].S(Cl)([Cl:18])(=O)=O. (4) The reactants are: [Cl:1][C:2]1[CH:7]=[CH:6][CH:5]=[CH:4][C:3]=1[C:8]1[N:9]([CH3:22])[C:10]([C:13]([NH:16][CH:17]2[CH2:21][CH2:20][CH2:19][CH2:18]2)([CH3:15])[CH3:14])=[N:11][N:12]=1.C=O.[C:25](O[BH-](OC(=O)C)OC(=O)C)(=O)C.[Na+]. Given the product [ClH:1].[ClH:1].[Cl:1][C:2]1[CH:7]=[CH:6][CH:5]=[CH:4][C:3]=1[C:8]1[N:9]([CH3:22])[C:10]([C:13]([N:16]([CH3:25])[CH:17]2[CH2:21][CH2:20][CH2:19][CH2:18]2)([CH3:15])[CH3:14])=[N:11][N:12]=1, predict the reactants needed to synthesize it. (5) Given the product [CH2:43]([NH:50][C:19]([C:15]1[S:14][C:13]([N:10]2[CH2:11][CH2:12][N:8]([CH2:1][CH2:2][CH:7]3[CH2:6][CH2:5]3)[C:9]2=[O:22])=[N:17][C:16]=1[CH3:18])=[O:21])[C:44]1[CH:49]=[CH:48][CH:47]=[CH:46][CH:45]=1, predict the reactants needed to synthesize it. The reactants are: [CH2:1]([N:8]1[CH2:12][CH2:11][N:10]([C:13]2[S:14][C:15]([C:19]([OH:21])=O)=[C:16]([CH3:18])[N:17]=2)[C:9]1=[O:22])[C:2]1[CH:7]=[CH:6][CH:5]=CC=1.C1(CCN2CCN(C3SC(C(O)=O)=C(C)N=3)C2=O)CC1.[CH2:43]([NH2:50])[C:44]1[CH:49]=[CH:48][CH:47]=[CH:46][CH:45]=1.